This data is from Full USPTO retrosynthesis dataset with 1.9M reactions from patents (1976-2016). The task is: Predict the reactants needed to synthesize the given product. Given the product [I:14][C:15]1[CH:22]=[CH:21][C:18]([CH2:19][NH:20][C:10](=[O:12])[CH2:9][NH:8][C:1](=[O:2])[O:3][C:4]([CH3:5])([CH3:6])[CH3:7])=[CH:17][CH:16]=1, predict the reactants needed to synthesize it. The reactants are: [C:1]([NH:8][CH2:9][C:10]([OH:12])=O)([O:3][C:4]([CH3:7])([CH3:6])[CH3:5])=[O:2].Cl.[I:14][C:15]1[CH:22]=[CH:21][C:18]([CH2:19][NH2:20])=[CH:17][CH:16]=1.C(=O)([O-])O.[Na+].C(OCC)(=O)C.